This data is from Forward reaction prediction with 1.9M reactions from USPTO patents (1976-2016). The task is: Predict the product of the given reaction. (1) Given the reactants [Cl:1][C:2]1[C:3]([N:27]([CH:29]([CH3:31])[CH3:30])[CH3:28])=[CH:4][C:5]2[N:11]=[C:10]([C:12]3[CH:17]=[CH:16][CH:15]=[C:14]([N:18]4[C:22]([CH2:23]O)=[CH:21][N:20]=[N:19]4)[CH:13]=3)[CH2:9][C:8](=[O:25])[NH:7][C:6]=2[CH:26]=1.S(Cl)(Cl)=O.[Cl-].[CH2:37]([NH2:41])[CH:38]([CH3:40])[CH3:39], predict the reaction product. The product is: [Cl:1][C:2]1[C:3]([N:27]([CH:29]([CH3:30])[CH3:31])[CH3:28])=[CH:4][C:5]2[N:11]=[C:10]([C:12]3[CH:17]=[CH:16][CH:15]=[C:14]([N:18]4[C:22]([CH2:23][NH:41][CH2:37][CH:38]([CH3:40])[CH3:39])=[CH:21][N:20]=[N:19]4)[CH:13]=3)[CH2:9][C:8](=[O:25])[NH:7][C:6]=2[CH:26]=1. (2) Given the reactants [Cl:1][C:2]1[CH:10]=[C:9]([F:11])[CH:8]=[CH:7][C:3]=1[C:4](O)=[O:5].S(Cl)([Cl:14])=O.CN1CCCC1=O, predict the reaction product. The product is: [Cl:1][C:2]1[CH:10]=[C:9]([F:11])[CH:8]=[CH:7][C:3]=1[C:4]([Cl:14])=[O:5]. (3) Given the reactants C(OC(N1CC[C@H](C2C=CC=CC=2)[C@H](C(O)=O)C1)=O)(C)(C)C.C(OC(N1CC[C@H](C2C=CC=CC=2)[C@H](C([N:44]2[CH2:49][CH2:48][N:47]([C:50]3[CH:55]=[C:54]([Cl:56])[CH:53]=[CH:52][C:51]=3[CH3:57])[CH2:46][CH2:45]2)=O)C1)=O)(C)(C)C, predict the reaction product. The product is: [Cl:56][C:54]1[CH:53]=[CH:52][C:51]([CH3:57])=[C:50]([N:47]2[CH2:46][CH2:45][NH:44][CH2:49][CH2:48]2)[CH:55]=1. (4) Given the reactants [CH3:1][CH2:2][C:3]([O-])([CH3:5])[CH3:4].[K+], predict the reaction product. The product is: [CH:2]1[C:3]2[C:5](=[CH:4][CH:3]=[CH:5][CH:4]=2)[CH:1]=[CH:2][CH:1]=1. (5) Given the reactants C([N:8]1[CH2:12][CH2:11][CH:10]([C:13]([O:15][CH2:16][C:17]2[CH:22]=[CH:21][CH:20]=[CH:19][CH:18]=2)=[O:14])[CH2:9]1)C1C=CC=CC=1.Cl[C:24]([O:26][CH2:27][C:28]1[CH:33]=[CH:32][CH:31]=[CH:30][CH:29]=1)=[O:25], predict the reaction product. The product is: [CH2:27]([O:26][C:24]([N:8]1[CH2:12][CH2:11][CH:10]([C:13]([O:15][CH2:16][C:17]2[CH:22]=[CH:21][CH:20]=[CH:19][CH:18]=2)=[O:14])[CH2:9]1)=[O:25])[C:28]1[CH:33]=[CH:32][CH:31]=[CH:30][CH:29]=1. (6) Given the reactants [N:1]([C@H:4]([C:24]1[C:25]([CH3:34])=[C:26]2[C:30](=[CH:31][CH:32]=1)[C:29](=[O:33])[O:28][CH2:27]2)[CH2:5][N:6]1[CH2:23][CH2:22][C:9]2([C:13](=[O:14])[N:12]([C:15]3[CH2:16][O:17][C:18](=[O:21])[C:19]=3[CH3:20])[CH2:11][CH2:10]2)[CH2:8][CH2:7]1)=[N+]=[N-].O1CCCC1.C1(P(C2C=CC=CC=2)C2C=CC=CC=2)C=CC=CC=1, predict the reaction product. The product is: [NH2:1][C@H:4]([C:24]1[C:25]([CH3:34])=[C:26]2[C:30](=[CH:31][CH:32]=1)[C:29](=[O:33])[O:28][CH2:27]2)[CH2:5][N:6]1[CH2:7][CH2:8][C:9]2([C:13](=[O:14])[N:12]([C:15]3[CH2:16][O:17][C:18](=[O:21])[C:19]=3[CH3:20])[CH2:11][CH2:10]2)[CH2:22][CH2:23]1. (7) Given the reactants [H-].[H-].[H-].[H-].[Li+].[Al+3].[CH3:7][C:8]1[CH:9]=[C:10]2[C:14](=[CH:15][CH:16]=1)[NH:13][C:12]([CH2:17][CH2:18][C:19](N1[C@@H](C3C=CC=CC=3)COC1=O)=[O:20])=[CH:11]2.CCOC(C)=O.[CH2:39]1[CH2:43]OC[CH2:40]1, predict the reaction product. The product is: [CH3:7][C:8]1[CH:9]=[C:10]2[C:14](=[CH:15][CH:16]=1)[NH:13][C:12]([CH2:17][C@H:18]([CH2:43][CH:39]=[CH2:40])[CH2:19][OH:20])=[CH:11]2.